Task: Predict the reactants needed to synthesize the given product.. Dataset: Full USPTO retrosynthesis dataset with 1.9M reactions from patents (1976-2016) (1) Given the product [N:3]1([C:12]2([C:13]#[N:14])[CH2:19][CH2:18][CH2:17][CH2:16]2)[C:7]2=[N:8][CH:9]=[CH:10][CH:11]=[C:6]2[CH:5]=[CH:4]1, predict the reactants needed to synthesize it. The reactants are: [H-].[Na+].[N:3]1([CH2:12][C:13]#[N:14])[C:7]2=[N:8][CH:9]=[CH:10][CH:11]=[C:6]2[CH:5]=[CH:4]1.Br[CH2:16][CH2:17][CH2:18][CH2:19]Br.CCOCC. (2) Given the product [CH3:1][O:2][C:3](=[O:15])[C:4]1[C:9]([Br:10])=[CH:8][CH:7]=[C:6]([NH:11][C:18]([C:19]([O:21][CH3:24])=[O:20])([CH3:22])[CH3:17])[C:5]=1[N+:12]([O-:14])=[O:13], predict the reactants needed to synthesize it. The reactants are: [CH3:1][O:2][C:3](=[O:15])[C:4]1[C:9]([Br:10])=[CH:8][CH:7]=[C:6]([NH2:11])[C:5]=1[N+:12]([O-:14])=[O:13].C[CH2:17][C:18](Br)([CH3:22])[C:19]([O-:21])=[O:20].[C:24](=O)([O-])[O-].[Cs+].[Cs+].[I-].[K+]. (3) Given the product [CH3:37][S:38]([O:19][CH2:18][CH2:17][CH2:16][S:13]([C:9]1[CH:10]=[CH:11][CH:12]=[C:7]([O:6][C:5]2[CH:20]=[CH:21][C:2]([Cl:1])=[C:3]([C:22]3[C:31]([CH3:32])=[N:30][C:29]4[C:24](=[CH:25][CH:26]=[CH:27][C:28]=4[C:33]([F:35])([F:34])[F:36])[N:23]=3)[CH:4]=2)[CH:8]=1)(=[O:14])=[O:15])(=[O:40])=[O:39], predict the reactants needed to synthesize it. The reactants are: [Cl:1][C:2]1[CH:21]=[CH:20][C:5]([O:6][C:7]2[CH:8]=[C:9]([S:13]([CH2:16][CH2:17][CH2:18][OH:19])(=[O:15])=[O:14])[CH:10]=[CH:11][CH:12]=2)=[CH:4][C:3]=1[C:22]1[C:31]([CH3:32])=[N:30][C:29]2[C:24](=[CH:25][CH:26]=[CH:27][C:28]=2[C:33]([F:36])([F:35])[F:34])[N:23]=1.[CH3:37][S:38](Cl)(=[O:40])=[O:39].C(N(CC)CC)C. (4) Given the product [Si:12]([O:19][C@H:20]([CH3:23])[C:21]#[C:22][C:31]([C:30]1[CH:29]=[CH:28][C:27]([NH:37][C:38]([C:40]2[CH:45]=[N:44][CH:43]=[CH:42][N:41]=2)=[O:39])=[CH:26][C:25]=1[F:24])=[O:32])([C:15]([CH3:16])([CH3:17])[CH3:18])([CH3:13])[CH3:14], predict the reactants needed to synthesize it. The reactants are: C([Li])CCC.CCCCCC.[Si:12]([O:19][C@H:20]([CH3:23])[C:21]#[CH:22])([C:15]([CH3:18])([CH3:17])[CH3:16])([CH3:14])[CH3:13].[F:24][C:25]1[CH:26]=[C:27]([NH:37][C:38]([C:40]2[CH:45]=[N:44][CH:43]=[CH:42][N:41]=2)=[O:39])[CH:28]=[CH:29][C:30]=1[C:31](N(OC)C)=[O:32]. (5) Given the product [C:1]1([S:7]([N:10]2[C:18]3[C:13](=[C:14]([CH2:22][Br:23])[CH:15]=[C:16]([Cl:21])[C:17]=3[O:19][CH3:20])[CH:12]=[N:11]2)(=[O:9])=[O:8])[CH:2]=[CH:3][CH:4]=[CH:5][CH:6]=1, predict the reactants needed to synthesize it. The reactants are: [C:1]1([S:7]([N:10]2[C:18]3[C:13](=[C:14]([CH3:22])[CH:15]=[C:16]([Cl:21])[C:17]=3[O:19][CH3:20])[CH:12]=[N:11]2)(=[O:9])=[O:8])[CH:6]=[CH:5][CH:4]=[CH:3][CH:2]=1.[Br:23]N1C(=O)CCC1=O.C(OOC(=O)C1C=CC=CC=1)(=O)C1C=CC=CC=1. (6) Given the product [CH3:27][O:26][C:4]1[CH:5]=[CH:6][CH:78]=[C:73]([O:72][CH3:71])[C:3]=1[C:7]1[N:11]=[C:10]([CH2:12][CH2:13][C:14]([OH:16])=[O:15])[O:9][N:8]=1, predict the reactants needed to synthesize it. The reactants are: CN1[CH:6]=[CH:5][CH:4]=[C:3]1[C:7]1[N:11]=[C:10]([CH2:12][CH2:13][C:14]([OH:16])=[O:15])[O:9][N:8]=1.CN1C(C)=CC=C1C1N=[C:27](CCC(O)=O)[O:26]N=1.CN(C)CCN1C=CC=C1C1N=C(CCC(O)=O)ON=1.ClC1C(C2N=C(CCC(O)=O)ON=2)=CC=CN=1.[CH3:71][O:72][C:73]1[C:78](C2N=C(CCC(O)=O)ON=2)=C(C)[CH:78]=[C:73]([O:72][CH3:71])N=1.C(OC(NC1N=C(SC)SC=1C1N=C(CCC(O)=O)ON=1)=O)(C)(C)C.